From a dataset of Reaction yield outcomes from USPTO patents with 853,638 reactions. Predict the reaction yield, written as a fraction of the theoretical maximum amount of product (1.0 means a 100% yield; for example, 0.34 means a 34% yield). (1) The reactants are [CH3:1][C:2]1[O:6][C:5]([C:7]([OH:9])=[O:8])=[CH:4][CH:3]=1.OS(O)(=O)=O.[C:15]([O-])(O)=O.[Na+].[OH-].[Na+]. The catalyst is CO.C(Cl)(Cl)Cl. The product is [CH3:1][C:2]1[O:6][C:5]([C:7]([O:9][CH3:15])=[O:8])=[CH:4][CH:3]=1. The yield is 0.820. (2) The reactants are [F:1][C:2]1[C:12]([F:13])=[C:11]([O:14][CH3:15])[CH:10]=[CH:9][C:3]=1[O:4][CH2:5][CH:6]1[CH2:8][O:7]1.[C:16]1([C:22]2[C:30]3[C:29]([N:31]4[CH2:36][CH2:35][CH:34]([NH2:37])[CH2:33][CH2:32]4)=[N:28][CH:27]=[N:26][C:25]=3[S:24][CH:23]=2)[CH:21]=[CH:20][CH:19]=[CH:18][CH:17]=1. No catalyst specified. The product is [F:1][C:2]1[C:12]([F:13])=[C:11]([O:14][CH3:15])[CH:10]=[CH:9][C:3]=1[O:4][CH2:5][CH:6]([OH:7])[CH2:8][NH:37][CH:34]1[CH2:35][CH2:36][N:31]([C:29]2[C:30]3[C:22]([C:16]4[CH:21]=[CH:20][CH:19]=[CH:18][CH:17]=4)=[CH:23][S:24][C:25]=3[N:26]=[CH:27][N:28]=2)[CH2:32][CH2:33]1. The yield is 0.490.